Predict the reaction yield, written as a fraction of the theoretical maximum amount of product (1.0 means a 100% yield; for example, 0.34 means a 34% yield). From a dataset of Reaction yield outcomes from USPTO patents with 853,638 reactions. (1) The reactants are [F:1][C:2]1[CH:3]=[C:4]([CH2:8][CH2:9][C:10](OC)=[O:11])[CH:5]=[CH:6][CH:7]=1.CC(C[AlH]CC(C)C)C.C(C(C(C([O-])=O)O)O)([O-])=O. The catalyst is C(Cl)Cl.C1(C)C=CC=CC=1.O. The yield is 0.820. The product is [F:1][C:2]1[CH:3]=[C:4]([CH2:8][CH2:9][CH2:10][OH:11])[CH:5]=[CH:6][CH:7]=1. (2) The reactants are O[C:2]1[N:7]2[N:8]=[CH:9][CH:10]=[C:6]2[N:5]=[CH:4][C:3]=1[C:11]([O:13][CH2:14][CH3:15])=[O:12].[Cl:16][C:17]1[CH:23]=[C:22]([Cl:24])[CH:21]=[CH:20][C:18]=1[NH2:19]. No catalyst specified. The product is [Cl:16][C:17]1[CH:23]=[C:22]([Cl:24])[CH:21]=[CH:20][C:18]=1[NH:19][C:2]1[N:7]2[N:8]=[CH:9][CH:10]=[C:6]2[N:5]=[CH:4][C:3]=1[C:11]([O:13][CH2:14][CH3:15])=[O:12]. The yield is 0.720. (3) The reactants are [CH3:1][O:2][C:3]1[CH:8]=[CH:7][CH:6]=[C:5]([NH2:9])[CH:4]=1.[C:10](OC(=O)C)(=[O:12])[CH3:11]. The catalyst is C(O)(=O)C. The product is [CH3:1][O:2][C:3]1[CH:4]=[C:5]([NH:9][C:10](=[O:12])[CH3:11])[CH:6]=[CH:7][CH:8]=1. The yield is 0.990. (4) The reactants are Cl.[CH3:2][O:3][C:4](=[O:27])[NH:5][CH2:6][CH2:7][C:8]1[CH:13]=[CH:12][C:11]([Cl:14])=[C:10]([CH2:15][N:16](C(OC(C)(C)C)=O)[CH:17]2[CH2:19][CH2:18]2)[CH:9]=1. The catalyst is C(Cl)Cl. The product is [CH3:2][O:3][C:4](=[O:27])[NH:5][CH2:6][CH2:7][C:8]1[CH:13]=[CH:12][C:11]([Cl:14])=[C:10]([CH2:15][NH:16][CH:17]2[CH2:19][CH2:18]2)[CH:9]=1. The yield is 0.990. (5) The reactants are [Br:1][C:2]1[CH:12]=[CH:11][C:5]([O:6][CH2:7][C:8]([NH2:10])=[O:9])=[C:4]([C:13]#[N:14])[CH:3]=1.N1CCC[CH2:17][CH2:16]1.[F:21][C:22]1[CH:23]=[C:24]([CH:26]=[CH:27][CH:28]=1)[NH2:25]. No catalyst specified. The product is [Br:1][C:2]1[CH:12]=[CH:11][C:5]2[O:6][C:7]3[C:8](=[O:9])[NH:10][C:16]([CH2:17][NH:25][C:24]4[CH:26]=[CH:27][CH:28]=[C:22]([F:21])[CH:23]=4)=[N:14][C:13]=3[C:4]=2[CH:3]=1. The yield is 0.0800. (6) The reactants are [CH3:1][C:2]1[S:6][C:5]([C:7]([O:9][CH3:10])=[O:8])=[CH:4][C:3]=1[C:11]1[N:15]([CH3:16])[N:14]=[CH:13][C:12]=1/[CH:17]=[CH:18]\[CH3:19]. The catalyst is CO.[OH-].[OH-].[Pd+2]. The product is [CH3:1][C:2]1[S:6][C:5]([C:7]([O:9][CH3:10])=[O:8])=[CH:4][C:3]=1[C:11]1[N:15]([CH3:16])[N:14]=[CH:13][C:12]=1[CH2:17][CH2:18][CH3:19]. The yield is 0.780. (7) The reactants are [H-].[Na+].[Cl:3][C:4]1[CH:9]=[CH:8][C:7]([CH2:10][OH:11])=[CH:6][CH:5]=1.Cl[C:13]1[N:18]=[CH:17][N:16]([C:19]2[CH:24]=[CH:23][C:22]([O:25][CH2:26][C:27]([OH:30])([CH3:29])[CH3:28])=[C:21]([O:31][CH3:32])[CH:20]=2)[C:15](=[O:33])[CH:14]=1. The catalyst is C1COCC1. The product is [Cl:3][C:4]1[CH:9]=[CH:8][C:7]([CH2:10][O:11][C:13]2[N:18]=[CH:17][N:16]([C:19]3[CH:24]=[CH:23][C:22]([O:25][CH2:26][C:27]([OH:30])([CH3:29])[CH3:28])=[C:21]([O:31][CH3:32])[CH:20]=3)[C:15](=[O:33])[CH:14]=2)=[CH:6][CH:5]=1. The yield is 0.0520. (8) The reactants are [Br:1][C:2]1[CH:3]=[C:4]([C:9]2[CH:14]=[CH:13][C:12]([C:15]([O:17][CH2:18][CH3:19])=[O:16])=[CH:11][CH:10]=2)[CH:5]=[CH:6][C:7]=1[OH:8].[H-].[Na+].Br[CH2:23][CH2:24][CH2:25][O:26][Si:27]([C:30]([CH3:33])([CH3:32])[CH3:31])([CH3:29])[CH3:28]. The catalyst is CN(C)C=O. The product is [Br:1][C:2]1[CH:3]=[C:4]([C:9]2[CH:14]=[CH:13][C:12]([C:15]([O:17][CH2:18][CH3:19])=[O:16])=[CH:11][CH:10]=2)[CH:5]=[CH:6][C:7]=1[O:8][CH2:23][CH2:24][CH2:25][O:26][Si:27]([C:30]([CH3:31])([CH3:33])[CH3:32])([CH3:28])[CH3:29]. The yield is 0.640.